Task: Predict the product of the given reaction.. Dataset: Forward reaction prediction with 1.9M reactions from USPTO patents (1976-2016) (1) Given the reactants B(Br)(Br)Br.[CH:5]1([C:10]([N:12]2[CH2:19][CH2:18][C@:17]3([CH3:23])[C:20]([CH3:22])([CH3:21])[C@H:13]2[CH2:14][C:15]2[C:27]([O:28]C)=[CH:26][CH:25]=[CH:24][C:16]=23)=[O:11])[CH2:9][CH2:8][CH2:7][CH2:6]1, predict the reaction product. The product is: [CH:5]1([C:10]([N:12]2[CH2:19][CH2:18][C@:17]3([CH3:23])[C:20]([CH3:21])([CH3:22])[C@H:13]2[CH2:14][C:15]2[C:27]([OH:28])=[CH:26][CH:25]=[CH:24][C:16]=23)=[O:11])[CH2:9][CH2:8][CH2:7][CH2:6]1. (2) Given the reactants O1CCOCC1.[NH3:7].[CH:8]1([C:11]2[CH:15]=[C:14]([CH2:16][NH:17][C:18]([C:20]3[C:25](=[O:26])[N:24]([C:27]4[CH:32]=[CH:31][CH:30]=[C:29]([C:33]([F:36])([F:35])[F:34])[CH:28]=4)[C:23]([CH3:37])=[C:22]([CH2:38][CH2:39][C:40](O)=[O:41])[CH:21]=3)=[O:19])[O:13][N:12]=2)[CH2:10][CH2:9]1, predict the reaction product. The product is: [NH2:7][C:40](=[O:41])[CH2:39][CH2:38][C:22]1[CH:21]=[C:20]([C:18]([NH:17][CH2:16][C:14]2[O:13][N:12]=[C:11]([CH:8]3[CH2:10][CH2:9]3)[CH:15]=2)=[O:19])[C:25](=[O:26])[N:24]([C:27]2[CH:32]=[CH:31][CH:30]=[C:29]([C:33]([F:36])([F:35])[F:34])[CH:28]=2)[C:23]=1[CH3:37]. (3) The product is: [Br:15][C:9]1[C:10]([CH3:14])=[N:11][N:12]([CH3:13])[C:8]=1[C:5]1[CH:4]=[CH:3][C:2]([F:1])=[CH:7][CH:6]=1. Given the reactants [F:1][C:2]1[CH:7]=[CH:6][C:5]([C:8]2[N:12]([CH3:13])[N:11]=[C:10]([CH3:14])[CH:9]=2)=[CH:4][CH:3]=1.[Br:15]N1C(=O)CCC1=O, predict the reaction product. (4) Given the reactants [Na].Br[C:3]1[N:11]([CH2:12][C:13]2[CH:18]=[CH:17][C:16]([Cl:19])=[CH:15][CH:14]=2)[C:10]2[C:9](=[O:20])[N:8]([CH2:21][CH2:22][CH2:23][O:24][Si:25]([C:28]([CH3:31])([CH3:30])[CH3:29])([CH3:27])[CH3:26])[C:7](=[O:32])[N:6]([CH3:33])[C:5]=2[N:4]=1.[O:34]1[CH2:39][CH2:38][N:37]([CH2:40][CH2:41][OH:42])[CH2:36][CH2:35]1, predict the reaction product. The product is: [Si:25]([O:24][CH2:23][CH2:22][CH2:21][N:8]1[C:9](=[O:20])[C:10]2[N:11]([CH2:12][C:13]3[CH:18]=[CH:17][C:16]([Cl:19])=[CH:15][CH:14]=3)[C:3]([O:42][CH2:41][CH2:40][N:37]3[CH2:38][CH2:39][O:34][CH2:35][CH2:36]3)=[N:4][C:5]=2[N:6]([CH3:33])[C:7]1=[O:32])([C:28]([CH3:31])([CH3:30])[CH3:29])([CH3:26])[CH3:27]. (5) The product is: [F:34][C:35]1[CH:36]=[C:37]([CH:40]=[C:41]([F:43])[CH:42]=1)[CH2:38][N:32]1[CH:31]=[CH:30][N:29]=[C:28]1[CH:8]([NH:7][C:6](=[O:33])[O:5][C:1]([CH3:4])([CH3:2])[CH3:3])[CH2:9][C:10]1[CH:18]=[C:17]([CH3:19])[C:16]2[C:12](=[CH:13][N:14]([CH2:20][O:21][CH2:22][CH2:23][Si:24]([CH3:25])([CH3:27])[CH3:26])[N:15]=2)[CH:11]=1. Given the reactants [C:1]([O:5][C:6](=[O:33])[NH:7][CH:8]([C:28]1[NH:29][CH:30]=[CH:31][N:32]=1)[CH2:9][C:10]1[CH:18]=[C:17]([CH3:19])[C:16]2[C:12](=[CH:13][N:14]([CH2:20][O:21][CH2:22][CH2:23][Si:24]([CH3:27])([CH3:26])[CH3:25])[N:15]=2)[CH:11]=1)([CH3:4])([CH3:3])[CH3:2].[F:34][C:35]1[CH:36]=[C:37]([CH:40]=[C:41]([F:43])[CH:42]=1)[CH2:38]Br.C(=O)([O-])[O-].[K+].[K+], predict the reaction product. (6) Given the reactants [N:1]([CH2:4][C@@H:5]1[C@@H:9](O)[CH2:8][N:7]([CH2:11][C:12]2[CH:17]=[CH:16][CH:15]=[CH:14][CH:13]=2)[CH2:6]1)=[N+:2]=[N-:3].C(N(S(F)(F)[F:24])CC)C.C(=O)(O)[O-].[Na+], predict the reaction product. The product is: [N:1]([CH2:4][C@@H:5]1[C@@H:9]([F:24])[CH2:8][N:7]([CH2:11][C:12]2[CH:17]=[CH:16][CH:15]=[CH:14][CH:13]=2)[CH2:6]1)=[N+:2]=[N-:3]. (7) Given the reactants [F:1][C:2]([F:32])([F:31])[C:3]1[N:8]=[CH:7][C:6]([NH:9][C:10]2[N:15]=[N:14][C:13]([C:16]3[CH:21]=[CH:20][C:19]([CH:22]4[CH2:27][CH2:26][CH:25]([CH2:28][C:29]#[N:30])[CH2:24][CH2:23]4)=[CH:18][CH:17]=3)=[CH:12][CH:11]=2)=[CH:5][CH:4]=1.CS(C)=O.Cl.[NH2:38][OH:39], predict the reaction product. The product is: [OH:39][NH:38][C:29](=[NH:30])[CH2:28][CH:25]1[CH2:26][CH2:27][CH:22]([C:19]2[CH:18]=[CH:17][C:16]([C:13]3[N:14]=[N:15][C:10]([NH:9][C:6]4[CH:7]=[N:8][C:3]([C:2]([F:32])([F:31])[F:1])=[CH:4][CH:5]=4)=[CH:11][CH:12]=3)=[CH:21][CH:20]=2)[CH2:23][CH2:24]1. (8) The product is: [CH2:1]([N:4]1[C:13](=[O:14])[C:12]2[C:7](=[N:8][C:9]([NH:15][C:19]3[CH:18]=[CH:36][C:30]([O:29][CH2:28][CH2:27][N:26]([CH2:37][CH3:38])[CH2:24][CH3:25])=[CH:31][CH:32]=3)=[N:10][CH:11]=2)[N:6]([CH:20]([CH3:22])[CH3:21])[C:5]1=[O:23])[CH:2]=[CH2:3]. Given the reactants [CH2:1]([N:4]1[C:13](=[O:14])[C:12]2[C:7](=[N:8][C:9]([N:15]3[CH:19]=[CH:18]N=C3)=[N:10][CH:11]=2)[N:6]([CH:20]([CH3:22])[CH3:21])[C:5]1=[O:23])[CH:2]=[CH2:3].[CH2:24]([N:26]([CH2:37][CH3:38])[CH2:27][CH2:28][O:29][C:30]1[CH:36]=CC(N)=[CH:32][CH:31]=1)[CH3:25], predict the reaction product. (9) Given the reactants Br[CH2:2][C:3]1[CH:13]=[CH:12][CH:11]=[C:10]([O:14]C)[C:4]=1[C:5]([O:7]CC)=O.[N:16]1([C:21]2[CH:26]=[CH:25][C:24]([CH2:27][NH2:28])=[CH:23][CH:22]=2)[CH:20]=[CH:19][CH:18]=[N:17]1.C(=O)([O-])[O-].[K+].[K+].O, predict the reaction product. The product is: [N:16]1([C:21]2[CH:26]=[CH:25][C:24]([CH2:27][N:28]3[CH2:2][C:3]4[C:4](=[C:10]([OH:14])[CH:11]=[CH:12][CH:13]=4)[C:5]3=[O:7])=[CH:23][CH:22]=2)[CH:20]=[CH:19][CH:18]=[N:17]1. (10) Given the reactants [Cl:1][C:2]1[CH:3]=[C:4]([NH:9][C:10]2[C:19]3[C:14](=[CH:15][C:16]([O:27][CH3:28])=[CH:17][C:18]=3[O:20][CH2:21][CH:22]3[CH2:26][CH2:25][NH:24][CH2:23]3)[N:13]=[CH:12][N:11]=2)[CH:5]=[CH:6][C:7]=1[F:8].[C:29](O)(=[O:32])[CH2:30][OH:31], predict the reaction product. The product is: [Cl:1][C:2]1[CH:3]=[C:4]([CH:5]=[CH:6][C:7]=1[F:8])[NH:9][C:10]1[C:19]2[C:14](=[CH:15][C:16]([O:27][CH3:28])=[CH:17][C:18]=2[O:20][CH2:21][CH:22]2[CH2:26][CH2:25][N:24]([C:30](=[O:31])[CH2:29][OH:32])[CH2:23]2)[N:13]=[CH:12][N:11]=1.